Predict the product of the given reaction. From a dataset of Forward reaction prediction with 1.9M reactions from USPTO patents (1976-2016). Given the reactants [F:1][CH:2]([F:13])[C:3]1[N:8]=[CH:7][N:6]=[C:5]([C:9](=[N:11][OH:12])[NH2:10])[CH:4]=1.[C:14](N1C=CN=C1)(N1C=CN=C1)=[O:15].N12CCCN=C1CCCCC2.Cl, predict the reaction product. The product is: [F:13][CH:2]([F:1])[C:3]1[N:8]=[CH:7][N:6]=[C:5]([C:9]2[NH:11][O:12][C:14](=[O:15])[N:10]=2)[CH:4]=1.